Dataset: Forward reaction prediction with 1.9M reactions from USPTO patents (1976-2016). Task: Predict the product of the given reaction. (1) Given the reactants Cl[CH2:2][C:3]1[CH:8]=[CH:7][N:6]=[C:5]([C:9]2[CH:14]=[C:13]([O:15][CH3:16])[C:12]([O:17][CH:18]([CH3:20])[CH3:19])=[C:11]([O:21][CH3:22])[CH:10]=2)[CH:4]=1.[CH2:23]1[O:32][C:26]2([CH2:31][CH2:30][NH:29][CH2:28][CH2:27]2)[O:25][CH2:24]1, predict the reaction product. The product is: [CH2:23]1[O:32][C:26]2([CH2:31][CH2:30][N:29]([CH2:2][C:3]3[CH:8]=[CH:7][N:6]=[C:5]([C:9]4[CH:14]=[C:13]([O:15][CH3:16])[C:12]([O:17][CH:18]([CH3:20])[CH3:19])=[C:11]([O:21][CH3:22])[CH:10]=4)[CH:4]=3)[CH2:28][CH2:27]2)[O:25][CH2:24]1. (2) Given the reactants [OH:1][C:2]1[C:6]([CH2:7][C:8]2[CH:13]=[CH:12][C:11](/[CH:14]=[CH:15]/[CH2:16][CH2:17][N:18]3[CH2:23][C:22]4([CH2:28][CH2:27][N:26]([C:29]([O:31][C:32]([CH3:35])([CH3:34])[CH3:33])=[O:30])[CH2:25][CH2:24]4)[CH2:21][CH2:20][CH2:19]3)=[CH:10][C:9]=2[CH3:36])=[C:5]([CH:37]([CH3:39])[CH3:38])[NH:4][N:3]=1.C(=O)([O-])[O-].[K+].[K+].[C:46]([O:49][C@@H:50]1[C@@H:55]([O:56][C:57](=[O:59])[CH3:58])[C@H:54]([O:60][C:61](=[O:63])[CH3:62])[C@@H:53]([CH2:64][O:65][C:66](=[O:68])[CH3:67])[O:52][C@@H:51]1Br)(=[O:48])[CH3:47], predict the reaction product. The product is: [CH3:36][C:9]1[CH:10]=[C:11](/[CH:14]=[CH:15]/[CH2:16][CH2:17][N:18]2[CH2:19][CH2:20][CH2:21][C:22]3([CH2:24][CH2:25][N:26]([C:29]([O:31][C:32]([CH3:34])([CH3:33])[CH3:35])=[O:30])[CH2:27][CH2:28]3)[CH2:23]2)[CH:12]=[CH:13][C:8]=1[CH2:7][C:6]1[C:2]([O:1][C@@H:51]2[O:52][C@H:53]([CH2:64][O:65][C:66](=[O:68])[CH3:67])[C@@H:54]([O:60][C:61](=[O:63])[CH3:62])[C@H:55]([O:56][C:57](=[O:59])[CH3:58])[C@H:50]2[O:49][C:46](=[O:48])[CH3:47])=[N:3][NH:4][C:5]=1[CH:37]([CH3:39])[CH3:38]. (3) The product is: [C:7]([O:11][C:12](=[O:43])[N:13]([C:22]1[S:23][C@:24]2([CH2:39][N:40]3[C:2]([CH3:3])=[CH:1][N:42]=[N:41]3)[C@H:26]([C@:27]([C:31]3[CH:36]=[C:35]([Br:37])[CH:34]=[CH:33][C:32]=3[F:38])([CH2:29][F:30])[N:28]=1)[CH2:25]2)[CH2:14][O:15][CH2:16][CH2:17][Si:18]([CH3:19])([CH3:21])[CH3:20])([CH3:10])([CH3:8])[CH3:9]. Given the reactants [CH3:1][C:2](C)([O-])[CH3:3].[K+].[C:7]([O:11][C:12](=[O:43])[N:13]([C:22]1[S:23][C@:24]2([CH2:39][N:40]=[N+:41]=[N-:42])[C@H:26]([C@:27]([C:31]3[CH:36]=[C:35]([Br:37])[CH:34]=[CH:33][C:32]=3[F:38])([CH2:29][F:30])[N:28]=1)[CH2:25]2)[CH2:14][O:15][CH2:16][CH2:17][Si:18]([CH3:21])([CH3:20])[CH3:19])([CH3:10])([CH3:9])[CH3:8].CC(C)=O.C([O-])(O)=O.[Na+], predict the reaction product. (4) Given the reactants [F-].[K+].[OH:3][C:4]1[CH:5]=[C:6]([CH:9]=[CH:10][C:11]=1[O:12][CH:13]([F:15])[F:14])[CH:7]=[O:8].F[C:17]1[CH:22]=[CH:21][CH:20]=[CH:19][C:18]=1[N+:23]([O-:25])=[O:24].O, predict the reaction product. The product is: [N+:23]([C:18]1[CH:19]=[CH:20][CH:21]=[CH:22][C:17]=1[O:3][C:4]1[CH:5]=[C:6]([CH:9]=[CH:10][C:11]=1[O:12][CH:13]([F:14])[F:15])[CH:7]=[O:8])([O-:25])=[O:24]. (5) The product is: [CH3:42][O:1][CH2:2][C:3]1[CH:8]=[C:7]([C:9]2[CH:10]=[C:11]([C:15]3[CH2:21][C:20](=[O:22])[NH:19][C:18]4[CH:23]=[C:24]([C:33]([F:35])([F:36])[F:34])[C:25]([O:27][CH2:28][C:29]([F:30])([F:31])[F:32])=[CH:26][C:17]=4[N:16]=3)[CH:12]=[CH:13][CH:14]=2)[CH:6]=[CH:5][N:4]=1. Given the reactants [OH:1][CH2:2][C:3]1[CH:8]=[C:7]([C:9]2[CH:10]=[C:11]([C:15]3[CH2:21][C:20](=[O:22])[NH:19][C:18]4[CH:23]=[C:24]([C:33]([F:36])([F:35])[F:34])[C:25]([O:27][CH2:28][C:29]([F:32])([F:31])[F:30])=[CH:26][C:17]=4[N:16]=3)[CH:12]=[CH:13][CH:14]=2)[CH:6]=[CH:5][N:4]=1.S(Cl)(Cl)=O.[Cl-].[CH3:42][O-].[Na+], predict the reaction product. (6) Given the reactants CN(C=O)C.[OH:6][C:7]1[CH:12]=[CH:11][N:10]([C:13]2[CH:18]=[CH:17][C:16]([O:19][CH2:20][CH2:21][N:22]3[CH2:27][CH2:26][CH2:25][CH2:24][CH2:23]3)=[CH:15][CH:14]=2)[C:9](=[O:28])[CH:8]=1.[H-].[Na+].[F:31][C:32]1[CH:37]=[CH:36][C:35]([CH2:38]OS(C)(=O)=O)=[CH:34][N:33]=1, predict the reaction product. The product is: [F:31][C:32]1[N:33]=[CH:34][C:35]([CH2:38][O:6][C:7]2[CH:12]=[CH:11][N:10]([C:13]3[CH:14]=[CH:15][C:16]([O:19][CH2:20][CH2:21][N:22]4[CH2:23][CH2:24][CH2:25][CH2:26][CH2:27]4)=[CH:17][CH:18]=3)[C:9](=[O:28])[CH:8]=2)=[CH:36][CH:37]=1. (7) The product is: [OH:4][CH2:1][C:2]1[O:6][N:5]=[C:8]([C:9]([O:11][CH2:12][CH3:13])=[O:10])[CH:3]=1. Given the reactants [CH2:1]([OH:4])[C:2]#[CH:3].[N+:5]([CH2:8][C:9]([O:11][CH2:12][CH3:13])=[O:10])([O-])=[O:6].C1N2CCN(CC2)C1, predict the reaction product. (8) Given the reactants [CH3:1][S:2]([NH:5][C:6]1[CH:7]=[C:8]([C:12]2[N:13]=[C:14]3[C:20]4[CH:21]=[CH:22][CH:23]=[CH:24][C:19]=4[NH:18][C:17]4[N:25]=[CH:26][CH:27]=[CH:28][C:16]=4[N:15]3[C:29]=2[C:30]2[CH:35]=[CH:34][C:33]([C:36]3([NH:40]C(=O)OC(C)(C)C)[CH2:39][CH2:38][CH2:37]3)=[CH:32][CH:31]=2)[CH:9]=[CH:10][CH:11]=1)(=[O:4])=[O:3].[ClH:48].O1CCOCC1, predict the reaction product. The product is: [ClH:48].[ClH:48].[ClH:48].[NH2:40][C:36]1([C:33]2[CH:32]=[CH:31][C:30]([C:29]3[N:15]4[C:16]5[CH:28]=[CH:27][CH:26]=[N:25][C:17]=5[NH:18][C:19]5[CH:24]=[CH:23][CH:22]=[CH:21][C:20]=5[C:14]4=[N:13][C:12]=3[C:8]3[CH:7]=[C:6]([NH:5][S:2]([CH3:1])(=[O:4])=[O:3])[CH:11]=[CH:10][CH:9]=3)=[CH:35][CH:34]=2)[CH2:39][CH2:38][CH2:37]1.